The task is: Predict the product of the given reaction.. This data is from Forward reaction prediction with 1.9M reactions from USPTO patents (1976-2016). (1) The product is: [CH3:1][O:2][C:3](=[O:14])[C:4]1[CH:9]=[CH:8][CH:7]=[C:6]([NH2:10])[C:5]=1[NH2:13]. Given the reactants [CH3:1][O:2][C:3](=[O:14])[C:4]1[CH:9]=[CH:8][CH:7]=[C:6]([N+:10]([O-])=O)[C:5]=1[NH2:13], predict the reaction product. (2) Given the reactants O=[C:2]1[O:7][C:6]([C:8]2[CH:13]=[CH:12][CH:11]=[CH:10][C:9]=2[O:14]C(=O)C)=[N:5][C:4]2[CH:18]=[CH:19][CH:20]=[CH:21][C:3]1=2.[CH3:22][O:23][C:24]1[CH:25]=[C:26]([CH2:32][CH2:33][NH2:34])[CH:27]=[CH:28][C:29]=1[O:30][CH3:31], predict the reaction product. The product is: [CH3:22][O:23][C:24]1[CH:25]=[C:26]([CH2:32][CH2:33][N:34]2[C:2](=[O:7])[C:3]3[C:4](=[CH:18][CH:19]=[CH:20][CH:21]=3)[N:5]=[C:6]2[C:8]2[CH:13]=[CH:12][CH:11]=[CH:10][C:9]=2[OH:14])[CH:27]=[CH:28][C:29]=1[O:30][CH3:31]. (3) Given the reactants S(Cl)([Cl:3])=O.CN(C)C=O.[Br:10][C:11]1[CH:20]=[C:19]2[C:14]([N:15]=[CH:16][C:17](=O)[NH:18]2)=[CH:13][CH:12]=1, predict the reaction product. The product is: [Br:10][C:11]1[CH:20]=[C:19]2[C:14]([N:15]=[CH:16][C:17]([Cl:3])=[N:18]2)=[CH:13][CH:12]=1. (4) Given the reactants [NH:1]1[C:9]2[C:4](=[CH:5][C:6]([NH:10][C:11]3[C:12]4[CH2:24][O:23][CH2:22][CH2:21][C:13]=4[N:14]=[C:15](S(C)(=O)=O)[N:16]=3)=[CH:7][CH:8]=2)[CH:3]=[N:2]1.[CH3:25][O:26][C:27]1[CH:28]=[C:29]2[C:33](=[CH:34][CH:35]=1)[CH2:32][NH:31][CH2:30]2, predict the reaction product. The product is: [NH:1]1[C:9]2[C:4](=[CH:5][C:6]([NH:10][C:11]3[C:12]4[CH2:24][O:23][CH2:22][CH2:21][C:13]=4[N:14]=[C:15]([N:31]4[CH2:30][C:29]5[C:33](=[CH:34][CH:35]=[C:27]([O:26][CH3:25])[CH:28]=5)[CH2:32]4)[N:16]=3)=[CH:7][CH:8]=2)[CH:3]=[N:2]1. (5) Given the reactants FC(F)(F)C(O)=O.[Cl:8][C:9]1[CH:14]=[CH:13][C:12]([C:15]2([C:36]#[N:37])[CH:19]([CH2:20][C:21]([CH3:24])([CH3:23])[CH3:22])[NH:18][CH:17]([C:25]([OH:27])=O)[CH:16]2[C:28]2[CH:33]=[CH:32][C:31]([Cl:34])=[C:30]([Cl:35])[CH:29]=2)=[C:11]([F:38])[CH:10]=1.CC1(C)[O:44][C@@H:43]([CH2:45][CH2:46][NH2:47])[CH2:42][O:41]1.CN(C(ON1N=NC2C=CC=NC1=2)=[N+](C)C)C.F[P-](F)(F)(F)(F)F.CCN(C(C)C)C(C)C.Cl, predict the reaction product. The product is: [OH:44][C@H:43]([CH2:42][OH:41])[CH2:45][CH2:46][NH:47][C:25]([CH:17]1[CH:16]([C:28]2[CH:33]=[CH:32][C:31]([Cl:34])=[C:30]([Cl:35])[CH:29]=2)[C:15]([C:12]2[CH:13]=[CH:14][C:9]([Cl:8])=[CH:10][C:11]=2[F:38])([C:36]#[N:37])[CH:19]([CH2:20][C:21]([CH3:24])([CH3:23])[CH3:22])[NH:18]1)=[O:27].